This data is from NCI-60 drug combinations with 297,098 pairs across 59 cell lines. The task is: Regression. Given two drug SMILES strings and cell line genomic features, predict the synergy score measuring deviation from expected non-interaction effect. Drug 1: CCCS(=O)(=O)NC1=C(C(=C(C=C1)F)C(=O)C2=CNC3=C2C=C(C=N3)C4=CC=C(C=C4)Cl)F. Drug 2: CC1C(C(CC(O1)OC2CC(OC(C2O)C)OC3=CC4=CC5=C(C(=O)C(C(C5)C(C(=O)C(C(C)O)O)OC)OC6CC(C(C(O6)C)O)OC7CC(C(C(O7)C)O)OC8CC(C(C(O8)C)O)(C)O)C(=C4C(=C3C)O)O)O)O. Cell line: MDA-MB-435. Synergy scores: CSS=27.7, Synergy_ZIP=13.4, Synergy_Bliss=12.0, Synergy_Loewe=9.82, Synergy_HSA=11.1.